From a dataset of Full USPTO retrosynthesis dataset with 1.9M reactions from patents (1976-2016). Predict the reactants needed to synthesize the given product. (1) Given the product [NH2:23][C:2]1[CH:3]=[C:4]2[C:5](=[CH:9][C:10]=1[C:11]([F:14])([F:13])[F:12])[C:19](=[O:20])[NH:21][C:15]2=[O:17], predict the reactants needed to synthesize it. The reactants are: F[C:2]1[CH:3]=[C:4]([C:15]([OH:17])=O)[C:5](=[CH:9][C:10]=1[C:11]([F:14])([F:13])[F:12])C(O)=O.N[C:19]([NH2:21])=[O:20].C[N:23]1CCCC1=O. (2) Given the product [F:1][CH2:2][C@H:3]1[CH2:7][N:6]([C@@H:8]([C:10]2[CH:11]=[CH:12][CH:13]=[CH:14][CH:15]=2)[CH3:9])[C:5](=[O:16])[C@@:4]1([CH3:22])[C:17]([O:19][CH2:20][CH3:21])=[O:18], predict the reactants needed to synthesize it. The reactants are: [F:1][CH2:2][C@H:3]1[CH2:7][N:6]([C@@H:8]([C:10]2[CH:15]=[CH:14][CH:13]=[CH:12][CH:11]=2)[CH3:9])[C:5](=[O:16])[C@:4]1([CH3:22])[C:17]([O:19][CH2:20][CH3:21])=[O:18].IC.C[Si]([N-][Si](C)(C)C)(C)C.[K+].[Cl-].[NH4+].